The task is: Predict the reactants needed to synthesize the given product.. This data is from Full USPTO retrosynthesis dataset with 1.9M reactions from patents (1976-2016). (1) The reactants are: [C:1]([C:5]1[CH:10]=[CH:9][C:8]([N:11]2[C@@H:15]([C:16]3[C:17]([F:30])=[CH:18][C:19]4[N:23]=[C:22]([C@@H:24]5[CH2:28][CH2:27][CH2:26][NH:25]5)[NH:21][C:20]=4[CH:29]=3)[CH2:14][CH2:13][C@@H:12]2[C:31]2[C:32]([F:45])=[CH:33][C:34]3[N:38]=[C:37]([C@@H:39]4[CH2:43][CH2:42][CH2:41][NH:40]4)[NH:36][C:35]=3[CH:44]=2)=[CH:7][CH:6]=1)([CH3:4])([CH3:3])[CH3:2].C[N:47]1[CH2:52][CH2:51][O:50]CC1.[CH3:53][O:54][C:55]([NH:57][C@@H:58]([CH:62]([CH3:64])[CH3:63])[C:59](O)=[O:60])=[O:56].C(Cl)CCl.[CH:69]1[CH:70]=CC2N(O)N=NC=2[CH:74]=1.C[CH2:80][O:81][C:82](C)=[O:83]. Given the product [CH3:80][O:81][C:82](=[O:83])[NH:47][C@@H:52]([CH:69]([CH3:70])[CH3:74])[C:51]([N:25]1[CH2:26][CH2:27][CH2:28][C@H:24]1[C:22]1[NH:23][C:19]2[CH:18]=[C:17]([F:30])[C:16]([C@H:15]3[CH2:14][CH2:13][C@H:12]([C:31]4[C:32]([F:45])=[CH:33][C:34]5[N:38]=[C:37]([C@@H:39]6[CH2:43][CH2:42][CH2:41][N:40]6[C:59](=[O:60])[C@@H:58]([NH:57][C:55]([O:54][CH3:53])=[O:56])[CH:62]([CH3:64])[CH3:63])[NH:36][C:35]=5[CH:44]=4)[N:11]3[C:8]3[CH:7]=[CH:6][C:5]([C:1]([CH3:4])([CH3:2])[CH3:3])=[CH:10][CH:9]=3)=[CH:29][C:20]=2[N:21]=1)=[O:50], predict the reactants needed to synthesize it. (2) Given the product [CH2:15]([O:17][C:18](=[O:29])[CH2:19][CH2:20][CH2:21][C:22]1[CH:23]=[CH:24][C:25]([N:28]2[CH2:12][C:6]3[C:5](=[CH:10][C:9]([F:11])=[CH:8][CH:7]=3)[C:4]2=[O:14])=[CH:26][CH:27]=1)[CH3:16], predict the reactants needed to synthesize it. The reactants are: C(O[C:4](=[O:14])[C:5]1[CH:10]=[C:9]([F:11])[CH:8]=[CH:7][C:6]=1[CH2:12]Br)C.[CH2:15]([O:17][C:18](=[O:29])[CH2:19][CH2:20][CH2:21][C:22]1[CH:27]=[CH:26][C:25]([NH2:28])=[CH:24][CH:23]=1)[CH3:16].NC1C=CC=CC=1. (3) Given the product [C:22]([CH2:23][CH2:24][N:3]1[C:11]2[C:6](=[CH:7][CH:8]=[C:9]([C:12]([O:14][CH2:15][CH3:16])=[O:13])[CH:10]=2)[CH:5]=[C:4]1[C:17]([O:19][CH2:20][CH3:21])=[O:18])#[N:25], predict the reactants needed to synthesize it. The reactants are: CO.[NH:3]1[C:11]2[C:6](=[CH:7][CH:8]=[C:9]([C:12]([O:14][CH2:15][CH3:16])=[O:13])[CH:10]=2)[CH:5]=[C:4]1[C:17]([O:19][CH2:20][CH3:21])=[O:18].[C:22](#[N:25])[CH:23]=[CH2:24].O. (4) The reactants are: [P:1]([O:13][CH2:14][C@H:15]1[CH2:19][CH2:18][CH2:17][N:16]1[CH2:20][CH2:21][CH2:22][O:23][C:24]1[CH:33]=[C:32]2[C:27]([C:28]([NH:34][C:35]3[S:36][C:37]([CH2:40][C:41]([NH:43][C:44]4[CH:49]=[CH:48][C:47]([F:50])=[C:46]([F:51])[CH:45]=4)=[O:42])=[CH:38][N:39]=3)=[N:29][CH:30]=[N:31]2)=[CH:26][C:25]=1[O:52][CH3:53])([O:8]C(C)(C)C)([O:3]C(C)(C)C)=[O:2].Cl. Given the product [P:1]([OH:3])([OH:8])([O:13][CH2:14][C@H:15]1[CH2:19][CH2:18][CH2:17][N:16]1[CH2:20][CH2:21][CH2:22][O:23][C:24]1[CH:33]=[C:32]2[C:27]([C:28]([NH:34][C:35]3[S:36][C:37]([CH2:40][C:41]([NH:43][C:44]4[CH:49]=[CH:48][C:47]([F:50])=[C:46]([F:51])[CH:45]=4)=[O:42])=[CH:38][N:39]=3)=[N:29][CH:30]=[N:31]2)=[CH:26][C:25]=1[O:52][CH3:53])=[O:2], predict the reactants needed to synthesize it. (5) Given the product [NH2:12][C:10]1[N:9]=[CH:8][N:7]=[C:6]2[N:5]([CH:13]3[CH2:17][CH2:16][N:15]([C:23]([O:25][C:26]([CH3:29])([CH3:28])[CH3:27])=[O:24])[CH2:14]3)[N:4]=[C:3]([I:2])[C:11]=12, predict the reactants needed to synthesize it. The reactants are: Cl.[I:2][C:3]1[C:11]2[C:6](=[N:7][CH:8]=[N:9][C:10]=2[NH2:12])[N:5]([CH:13]2[CH2:17][CH2:16][NH:15][CH2:14]2)[N:4]=1.C(=O)(O)[O-].[Na+].[C:23](O[C:23]([O:25][C:26]([CH3:29])([CH3:28])[CH3:27])=[O:24])([O:25][C:26]([CH3:29])([CH3:28])[CH3:27])=[O:24]. (6) Given the product [Br:1][C:2]1[C:3]2[CH:24]=[C:23]([Cl:25])[CH:22]=[CH:21][C:4]=2[C:5](=[C:14]2[CH2:15][CH2:16][N:17]([CH3:20])[CH2:18][CH2:19]2)[C:6]2[CH:12]=[CH:11][CH:10]=[CH:9][C:7]=2[CH:8]=1, predict the reactants needed to synthesize it. The reactants are: [Br:1][C:2]1[C:3]2[CH:24]=[C:23]([Cl:25])[CH:22]=[CH:21][C:4]=2[C:5]([CH:14]2[CH2:19][CH2:18][N:17]([CH3:20])[CH2:16][CH2:15]2)(O)[C:6]2[CH:12]=[CH:11][CH:10]=[CH:9][C:7]=2[CH:8]=1.C(OC(=O)C)(=O)C. (7) Given the product [F:1][C:2]1[CH:3]=[C:4]([NH:21][C:32]([NH:31][C:29](=[O:30])[CH2:28][C:22]2[CH:23]=[CH:24][CH:25]=[CH:26][CH:27]=2)=[S:33])[CH:5]=[CH:6][C:7]=1[O:8][C:9]1[C:10]2[N:17]([CH2:18][O:19][CH3:20])[CH:16]=[CH:15][C:11]=2[N:12]=[CH:13][N:14]=1, predict the reactants needed to synthesize it. The reactants are: [F:1][C:2]1[CH:3]=[C:4]([NH2:21])[CH:5]=[CH:6][C:7]=1[O:8][C:9]1[C:10]2[N:17]([CH2:18][O:19][CH3:20])[CH:16]=[CH:15][C:11]=2[N:12]=[CH:13][N:14]=1.[C:22]1([CH2:28][C:29]([N:31]=[C:32]=[S:33])=[O:30])[CH:27]=[CH:26][CH:25]=[CH:24][CH:23]=1. (8) Given the product [NH2:57][CH:54]([C:50]1[C:49]([F:58])=[C:48]([C:2]2[CH:23]=[C:22]([NH:39][CH2:38][C@@H:34]3[CH2:35][CH2:36][CH2:37][O:33]3)[CH:21]=[C:4]([CH2:5][O:6][C:7]3[CH:12]=[CH:11][CH:10]=[CH:9][C:8]=3[CH2:13][C:14]([O:16][C:17]([CH3:20])([CH3:18])[CH3:19])=[O:15])[CH:3]=2)[CH:53]=[CH:52][CH:51]=1)[CH2:55][F:56], predict the reactants needed to synthesize it. The reactants are: Cl[C:2]1[CH:3]=[C:4]([CH:21]=[C:22](B2OC(C)(C)C(C)(C)O2)[CH:23]=1)[CH2:5][O:6][C:7]1[CH:12]=[CH:11][CH:10]=[CH:9][C:8]=1[CH2:13][C:14]([O:16][C:17]([CH3:20])([CH3:19])[CH3:18])=[O:15].[O:33]1[CH2:37][CH2:36][CH2:35][C@H:34]1[CH2:38][NH2:39].C([O-])([O-])=O.[Cs+].[Cs+].Cl.Br[C:48]1[C:49]([F:58])=[C:50]([CH:54]([NH2:57])[CH2:55][F:56])[CH:51]=[CH:52][CH:53]=1.C(Cl)Cl.[O-]P([O-])([O-])=O.[K+].[K+].[K+].